This data is from Reaction yield outcomes from USPTO patents with 853,638 reactions. The task is: Predict the reaction yield, written as a fraction of the theoretical maximum amount of product (1.0 means a 100% yield; for example, 0.34 means a 34% yield). (1) The reactants are [CH3:1][N:2]([S:15]([C:18]1[S:19][CH:20]=[CH:21][CH:22]=1)(=[O:17])=[O:16])[C:3]1[CH:4]=[CH:5][CH:6]=[C:7]2[C:11]=1[NH:10][C:9]([C:12](O)=[O:13])=[CH:8]2.N1(O)C2C=CC=CC=2N=N1.Cl.CN(C)CCCN=C=NCC.[CH2:45]([S:52][CH:53]([CH:56]([O:59][CH3:60])[O:57][CH3:58])[CH2:54][NH2:55])[C:46]1[CH:51]=[CH:50][CH:49]=[CH:48][CH:47]=1. The catalyst is CN(C)C=O.O. The product is [CH2:45]([S:52][CH:53]([CH:56]([O:57][CH3:58])[O:59][CH3:60])[CH2:54][NH:55][C:12]([C:9]1[NH:10][C:11]2[C:7]([CH:8]=1)=[CH:6][CH:5]=[CH:4][C:3]=2[N:2]([CH3:1])[S:15]([C:18]1[S:19][CH:20]=[CH:21][CH:22]=1)(=[O:16])=[O:17])=[O:13])[C:46]1[CH:51]=[CH:50][CH:49]=[CH:48][CH:47]=1. The yield is 0.700. (2) The reactants are [OH:1][C@H:2]([C:23]1[CH:28]=[CH:27][CH:26]=[CH:25][CH:24]=1)[CH2:3][CH2:4][N:5]1[CH2:10][CH2:9][CH:8]([C:11]2[CH:12]=[C:13]([NH:17][C:18](=[O:22])[CH:19]([CH3:21])[CH3:20])[CH:14]=[CH:15][CH:16]=2)[CH2:7][CH2:6]1.[F:29][C:30]1[CH:35]=[CH:34][C:33]([C:36]([F:39])([F:38])[F:37])=[CH:32][C:31]=1O.C1(P(C2C=CC=CC=2)C2C=CC=CC=2)C=CC=CC=1.N(C(OCC)=O)=NC(OCC)=O.N. The catalyst is C1COCC1.C(Cl)(Cl)Cl. The product is [F:29][C:30]1[CH:31]=[CH:32][C:33]([C:36]([F:37])([F:38])[F:39])=[CH:34][C:35]=1[O:1][C@@H:2]([C:23]1[CH:24]=[CH:25][CH:26]=[CH:27][CH:28]=1)[CH2:3][CH2:4][N:5]1[CH2:10][CH2:9][CH:8]([C:11]2[CH:12]=[C:13]([NH:17][C:18](=[O:22])[CH:19]([CH3:21])[CH3:20])[CH:14]=[CH:15][CH:16]=2)[CH2:7][CH2:6]1. The yield is 0.337. (3) The reactants are CC(=CC)C.[CH3:6][O:7][C:8]([CH:10]1[CH2:14][CH2:13][N:12]([C:15]([O:17][CH2:18][C:19]2[CH:24]=[CH:23][CH:22]=[CH:21][CH:20]=2)=[O:16])[N:11]1[C:25](=[O:41])[CH:26]([N:30]1[C:38](=[O:39])[C:37]2[C:32](=[CH:33][CH:34]=[CH:35][CH:36]=2)[C:31]1=[O:40])[CH2:27][CH:28]=[CH2:29])=[O:9].C([O-])(=[O:44])C.[Na+].OO. The catalyst is O1CCCC1.C(OCC)C. The product is [CH3:6][O:7][C:8]([CH:10]1[CH2:14][CH2:13][N:12]([C:15]([O:17][CH2:18][C:19]2[CH:24]=[CH:23][CH:22]=[CH:21][CH:20]=2)=[O:16])[N:11]1[C:25](=[O:41])[CH:26]([N:30]1[C:31](=[O:40])[C:32]2[C:37](=[CH:36][CH:35]=[CH:34][CH:33]=2)[C:38]1=[O:39])[CH2:27][CH2:28][CH2:29][OH:44])=[O:9]. The yield is 0.570. (4) The reactants are [Cl:1][C:2]1[CH:3]=[C:4]([C:20]2[N:24]=[N:23][NH:22][C:21]=2[C:25]#[N:26])[CH:5]=[C:6](/[CH:8]=[CH:9]/[C:10]2[CH:15]=[CH:14][CH:13]=[C:12]([C:16]([F:19])([F:18])[F:17])[CH:11]=2)[CH:7]=1.ClC1C=C(C=CC=1)C(OO)=[O:32].C([O-])(O)=O.[Na+].[O-]S([O-])(=S)=O.[Na+].[Na+]. The catalyst is C(Cl)Cl.CO.CCOC(C)=O. The product is [Cl:1][C:2]1[CH:3]=[C:4]([C:20]2[N:24]=[N:23][NH:22][C:21]=2[C:25]#[N:26])[CH:5]=[C:6]([CH:8]2[CH:9]([C:10]3[CH:15]=[CH:14][CH:13]=[C:12]([C:16]([F:19])([F:18])[F:17])[CH:11]=3)[O:32]2)[CH:7]=1. The yield is 0.190. (5) The reactants are [NH2:1][C:2]([NH2:4])=[Se:3].[C:5]1([CH3:16])[C:6]([C:11]([CH2:13]C=O)=O)=[CH:7][CH:8]=[CH:9][CH:10]=1. The catalyst is CCO.[Fe](Cl)Cl. The product is [CH3:16][C:5]1[CH:10]=[CH:9][CH:8]=[CH:7][C:6]=1[C:11]1[Se:3][C:2]([NH2:4])=[N:1][CH:13]=1. The yield is 0.500. (6) The reactants are C([Li])(CC)C.C1CCCCC1.[Cl:12][C:13]1[CH:28]=[CH:27][C:16]([O:17][C:18]2[CH:23]=[N:22][CH:21]=[C:20]3[S:24][CH:25]=[CH:26][C:19]=23)=[CH:15][CH:14]=1.[B:29](OCCCC)([O:35]CCCC)[O:30]CCCC. The catalyst is C1COCC1. The product is [Cl:12][C:13]1[CH:28]=[CH:27][C:16]([O:17][C:18]2[CH:23]=[N:22][CH:21]=[C:20]3[S:24][C:25]([B:29]([OH:35])[OH:30])=[CH:26][C:19]=23)=[CH:15][CH:14]=1. The yield is 0.710.